From a dataset of Reaction yield outcomes from USPTO patents with 853,638 reactions. Predict the reaction yield, written as a fraction of the theoretical maximum amount of product (1.0 means a 100% yield; for example, 0.34 means a 34% yield). (1) The reactants are O[CH:2]1[C:11]2[C:6](=[CH:7][CH:8]=[CH:9][CH:10]=2)[NH:5][C:4](=[O:12])[C:3]1([CH3:14])[CH3:13].[CH:15]1[N:19]=[CH:18][N:17](C([N:17]2[CH:18]=[N:19][CH:15]=[CH:16]2)=O)[CH:16]=1. The catalyst is C(#N)C. The product is [N:17]1([CH:2]2[C:11]3[C:6](=[CH:7][CH:8]=[CH:9][CH:10]=3)[NH:5][C:4](=[O:12])[C:3]2([CH3:14])[CH3:13])[CH:16]=[CH:15][N:19]=[CH:18]1. The yield is 0.550. (2) The reactants are [N:1]12[CH2:8][CH2:7][C:4]([C:9]([C:21]3[CH:30]=[CH:29][C:28]4[C:23](=[CH:24][CH:25]=[CH:26][CH:27]=4)[CH:22]=3)([C:11]3[CH:20]=[CH:19][C:18]4[C:13](=[CH:14][CH:15]=[CH:16][CH:17]=4)[CH:12]=3)[OH:10])([CH2:5][CH2:6]1)[CH2:3][CH2:2]2.[C:31]1([CH2:37][O:38][CH2:39][CH2:40][Br:41])[CH:36]=[CH:35][CH:34]=[CH:33][CH:32]=1. The catalyst is CC#N. The product is [Br-:41].[OH:10][C:9]([C:21]1[CH:30]=[CH:29][C:28]2[C:23](=[CH:24][CH:25]=[CH:26][CH:27]=2)[CH:22]=1)([C:11]1[CH:20]=[CH:19][C:18]2[C:13](=[CH:14][CH:15]=[CH:16][CH:17]=2)[CH:12]=1)[C:4]12[CH2:3][CH2:2][N+:1]([CH2:40][CH2:39][O:38][CH2:37][C:31]3[CH:36]=[CH:35][CH:34]=[CH:33][CH:32]=3)([CH2:6][CH2:5]1)[CH2:8][CH2:7]2. The yield is 0.250. (3) The reactants are [NH:1]1[C:5]2[CH:6]=[CH:7][CH:8]=[CH:9][C:4]=2[N:3]=[C:2]1[NH2:10].[C:11](N1C=CN=C1)([N:13]1[CH:17]=[CH:16][N:15]=[CH:14]1)=[S:12]. The catalyst is C(#N)C. The product is [NH:1]1[C:5]2[CH:6]=[CH:7][CH:8]=[CH:9][C:4]=2[N:3]=[C:2]1[NH:10][C:11]([N:13]1[CH:17]=[CH:16][N:15]=[CH:14]1)=[S:12]. The yield is 0.770.